Predict the reactants needed to synthesize the given product. From a dataset of Full USPTO retrosynthesis dataset with 1.9M reactions from patents (1976-2016). (1) Given the product [Br:1][CH:10]([C:8]1[CH:7]=[CH:6][N:5]=[C:4]([F:3])[CH:9]=1)[C:11]([C:13]1[CH:18]=[CH:17][CH:16]=[C:15]([CH3:19])[CH:14]=1)=[O:12], predict the reactants needed to synthesize it. The reactants are: [Br:1]Br.[F:3][C:4]1[CH:9]=[C:8]([CH2:10][C:11]([C:13]2[CH:18]=[CH:17][CH:16]=[C:15]([CH3:19])[CH:14]=2)=[O:12])[CH:7]=[CH:6][N:5]=1. (2) The reactants are: [C:1]1(=O)[O:11][CH:4]([CH2:5][CH2:6][CH2:7][CH:8]=[CH:9][CH3:10])[CH2:3][CH2:2]1.CCCCCCCC1O[C:23](=[O:24])CC1.C1CCCCCCC(=O)OCCCCCCC1.C1CCCCCCCOC(=O)CCCCCCC1.C1(=O)OCCCCCCC=CCCCCCCC1.C1CCCCC(=O)OCCCCOCCCCC1.C1(=O)OCCOC(=O)CCCCCCCCCC1.C1(=O)OCCOC(=O)CCCCCCCCCCC1.O1C2C(=CC=CC=2)C=CC1=O.O1C2C(=CC=CC=2)CCC1=O.O1C2C(CCCC2)CCC1=O. Given the product [CH3:1][O:11][C:4]1[C:5](=[CH:6][C:7](=[CH:2][CH:3]=1)[CH:8]=[CH:9][CH3:10])[O:24][CH3:23], predict the reactants needed to synthesize it. (3) Given the product [CH2:18]1[O:27][C:26]2[CH:25]=[CH:24][C:22]([NH:23][C:2]3[CH:7]=[C:6]([C:8]([F:11])([F:10])[F:9])[N:5]=[C:4]([C:12]4[CH:13]=[N:14][CH:15]=[CH:16][CH:17]=4)[N:3]=3)=[CH:21][C:20]=2[O:19]1, predict the reactants needed to synthesize it. The reactants are: Cl[C:2]1[CH:7]=[C:6]([C:8]([F:11])([F:10])[F:9])[N:5]=[C:4]([C:12]2[CH:13]=[N:14][CH:15]=[CH:16][CH:17]=2)[N:3]=1.[CH2:18]1[O:27][C:26]2[CH:25]=[CH:24][C:22]([NH2:23])=[CH:21][C:20]=2[O:19]1. (4) Given the product [CH3:33][S:34]([O:15][C:11]1[CH:12]=[CH:13][C:14]2[C:5]3[N:4]([CH2:17][CH2:18][O:19][C:20]4[CH:25]=[CH:24][CH:23]=[CH:22][CH:21]=4)[C:3]([CH2:1][CH3:2])=[N:16][C:6]=3[CH:7]=[N:8][C:9]=2[CH:10]=1)(=[O:36])=[O:35], predict the reactants needed to synthesize it. The reactants are: [CH2:1]([C:3]1[N:4]([CH2:17][CH2:18][O:19][C:20]2[CH:25]=[CH:24][CH:23]=[CH:22][CH:21]=2)[C:5]2[C:14]3[CH:13]=[CH:12][C:11]([OH:15])=[CH:10][C:9]=3[N:8]=[CH:7][C:6]=2[N:16]=1)[CH3:2].C(N(CC)CC)C.[CH3:33][S:34](Cl)(=[O:36])=[O:35]. (5) The reactants are: [CH3:1][S:2]([O:5]S(C)(=O)=O)(=[O:4])=[O:3].[F:10][C:11]([F:31])([F:30])[C:12]1[C:17]([CH2:18]O)=[CH:16][C:15]([C:20]2[CH:21]=[N:22][C:23]([C:26]([F:29])([F:28])[F:27])=[N:24][CH:25]=2)=[CH:14][N:13]=1.CCN(C(C)C)C(C)C. Given the product [CH3:1][S:2]([O:5][CH2:18][C:17]1[C:12]([C:11]([F:31])([F:10])[F:30])=[N:13][CH:14]=[C:15]([C:20]2[CH:25]=[N:24][C:23]([C:26]([F:27])([F:28])[F:29])=[N:22][CH:21]=2)[CH:16]=1)(=[O:4])=[O:3], predict the reactants needed to synthesize it.